Dataset: Ames mutagenicity test results for genotoxicity prediction. Task: Regression/Classification. Given a drug SMILES string, predict its toxicity properties. Task type varies by dataset: regression for continuous values (e.g., LD50, hERG inhibition percentage) or binary classification for toxic/non-toxic outcomes (e.g., AMES mutagenicity, cardiotoxicity, hepatotoxicity). Dataset: ames. (1) The compound is CNC(=O)/C=C/c1ccc([N+](=O)[O-])o1. The result is 1 (mutagenic). (2) The molecule is CC(C)C(C(=O)OC(C#N)c1cccc(Oc2ccccc2)c1)c1ccc(Cl)cc1. The result is 0 (non-mutagenic). (3) The drug is CCCCCCOC[C@H]1CO1. The result is 1 (mutagenic). (4) The result is 1 (mutagenic). The compound is OC[C@H]1O[C@@H](n2cnc3c(S)ncnc32)[C@H](O)[C@@H]1O. (5) The result is 0 (non-mutagenic). The drug is O=C(O)CC(Cl)C(=O)O. (6) The drug is NC(N)=S. The result is 0 (non-mutagenic). (7) The compound is C=CC(=O)OCCCCCOC(=O)C=C. The result is 0 (non-mutagenic).